Dataset: Catalyst prediction with 721,799 reactions and 888 catalyst types from USPTO. Task: Predict which catalyst facilitates the given reaction. (1) Product: [NH2:1][C:2]1[C:7]([C:8]([C:11]2[CH:16]=[CH:15][CH:14]=[CH:13][N:12]=2)=[O:18])=[CH:6][CH:5]=[CH:4][N:3]=1. The catalyst class is: 7. Reactant: [NH2:1][C:2]1[C:7]([C:8]#N)=[CH:6][CH:5]=[CH:4][N:3]=1.Br[C:11]1[CH:16]=[CH:15][CH:14]=[CH:13][N:12]=1.C(=O)=[O:18].C(#N)C.C([Li])CCC. (2) Reactant: [CH2:1]([CH:4]1[CH2:9][CH2:8][CH:7]([C:10]([OH:12])=[O:11])[CH2:6][CH2:5]1)[C:2]#[CH:3].[CH2:13](Cl)Cl.CO.[Si](C=[N+]=[N-])(C)(C)C. Product: [CH2:1]([CH:4]1[CH2:9][CH2:8][CH:7]([C:10]([O:12][CH3:13])=[O:11])[CH2:6][CH2:5]1)[C:2]#[CH:3]. The catalyst class is: 15. (3) Reactant: [CH3:1][C:2]1[C:3]([C:18]#[N:19])=[CH:4][C:5]2[NH:9][C:8](=[O:10])[N:7]([CH:11]3[CH2:16][CH2:15][NH:14][CH2:13][CH2:12]3)[C:6]=2[CH:17]=1.[O:20]1[CH2:25][CH2:24][C:23](=O)[CH2:22][CH2:21]1.C(N(CC)CC)C.C(O[BH-](OC(=O)C)OC(=O)C)(=O)C.[Na+].[OH-].[Na+].[ClH:50]. Product: [ClH:50].[CH3:1][C:2]1[C:3]([C:18]#[N:19])=[CH:4][C:5]2[NH:9][C:8](=[O:10])[N:7]([CH:11]3[CH2:12][CH2:13][N:14]([CH:23]4[CH2:24][CH2:25][O:20][CH2:21][CH2:22]4)[CH2:15][CH2:16]3)[C:6]=2[CH:17]=1. The catalyst class is: 98. (4) Reactant: [CH3:1][O:2][C:3](=[O:15])[CH2:4][C@H:5]1[C:9]2[CH:10]=[CH:11][C:12]([OH:14])=[CH:13][C:8]=2[O:7][CH2:6]1.[O:16]=[S:17]1(=[O:40])[CH2:22][CH2:21][CH:20]([O:23][C:24]2[CH:29]=[C:28]([CH3:30])[C:27]([C:31]3[CH:36]=[CH:35][CH:34]=[C:33]([CH2:37]O)[CH:32]=3)=[C:26]([CH3:39])[CH:25]=2)[CH2:19][CH2:18]1.C(P(CCCC)CCCC)CCC.N(C(N1CCCCC1)=O)=NC(N1CCCCC1)=O. Product: [CH3:1][O:2][C:3](=[O:15])[CH2:4][C@H:5]1[C:9]2[CH:10]=[CH:11][C:12]([O:14][CH2:37][C:33]3[CH:32]=[C:31]([C:27]4[C:26]([CH3:39])=[CH:25][C:24]([O:23][CH:20]5[CH2:19][CH2:18][S:17](=[O:40])(=[O:16])[CH2:22][CH2:21]5)=[CH:29][C:28]=4[CH3:30])[CH:36]=[CH:35][CH:34]=3)=[CH:13][C:8]=2[O:7][CH2:6]1. The catalyst class is: 345. (5) Reactant: [O:1]1[C:5]2[CH:6]=[CH:7][C:8]([C:10]3[S:11][CH:12]=[C:13]([C:15]([OH:17])=O)[N:14]=3)=[CH:9][C:4]=2[CH2:3][CH2:2]1.[NH2:18][C:19]1[C:24]([OH:25])=[CH:23][CH:22]=[CH:21][N:20]=1.F[P-](F)(F)(F)(F)F.N1(OC(N(C)C)=[N+](C)C)C2C=CC=CC=2N=N1.C(N(CC)C(C)C)(C)C. Product: [O:1]1[C:5]2[CH:6]=[CH:7][C:8]([C:10]3[S:11][CH:12]=[C:13]([C:15]([NH:18][C:19]4[C:24]([OH:25])=[CH:23][CH:22]=[CH:21][N:20]=4)=[O:17])[N:14]=3)=[CH:9][C:4]=2[CH2:3][CH2:2]1. The catalyst class is: 546.